From a dataset of Forward reaction prediction with 1.9M reactions from USPTO patents (1976-2016). Predict the product of the given reaction. (1) Given the reactants [ClH:1].[NH:2]1[CH2:5][CH:4]([O:6][C:7]2[S:11][N:10]=[CH:9][C:8]=2[NH:12][C:13](=[O:29])[C:14]2[CH:19]=[CH:18][C:17]([F:20])=[C:16]([C:21]3[C:26]([F:27])=[CH:25][CH:24]=[CH:23][C:22]=3[F:28])[N:15]=2)[CH2:3]1, predict the reaction product. The product is: [NH2:2][CH2:3][CH:4]([O:6][C:7]1[S:11][N:10]=[CH:9][C:8]=1[NH:12][C:13](=[O:29])[C:14]1[CH:19]=[CH:18][C:17]([F:20])=[C:16]([C:21]2[C:26]([F:27])=[CH:25][CH:24]=[CH:23][C:22]=2[F:28])[N:15]=1)[CH2:5][Cl:1]. (2) Given the reactants C([O:3][C:4](=[O:33])[CH2:5][N:6]1[C:14]2[C:9](=[CH:10][C:11]([O:15][CH2:16][C:17]3[N:18]=[C:19]([C:23]4[CH:28]=[CH:27][C:26]([C:29]([F:32])([F:31])[F:30])=[CH:25][CH:24]=4)[O:20][C:21]=3[CH3:22])=[CH:12][CH:13]=2)[CH:8]=[CH:7]1)C.[OH-].[Na+].Cl, predict the reaction product. The product is: [CH3:22][C:21]1[O:20][C:19]([C:23]2[CH:28]=[CH:27][C:26]([C:29]([F:31])([F:30])[F:32])=[CH:25][CH:24]=2)=[N:18][C:17]=1[CH2:16][O:15][C:11]1[CH:10]=[C:9]2[C:14](=[CH:13][CH:12]=1)[N:6]([CH2:5][C:4]([OH:33])=[O:3])[CH:7]=[CH:8]2. (3) Given the reactants [Cl:1][C:2]1[N:7]=[C:6]([NH:8][CH2:9][C@@H:10]2[CH2:15][CH2:14][CH2:13][N:12]([C:16]([O:18][C:19]([CH3:22])([CH3:21])[CH3:20])=[O:17])[CH2:11]2)[C:5](I)=[CH:4][N:3]=1.[Cl:24][C:25]1[CH:30]=[CH:29][CH:28]=[CH:27][C:26]=1[C:31]#[C:32][CH3:33].C([O-])(=O)C.[K+].[Cl-].[Li+], predict the reaction product. The product is: [Cl:1][C:2]1[N:3]=[CH:4][C:5]2[C:32]([CH3:33])=[C:31]([C:26]3[CH:27]=[CH:28][CH:29]=[CH:30][C:25]=3[Cl:24])[N:8]([CH2:9][C@@H:10]3[CH2:15][CH2:14][CH2:13][N:12]([C:16]([O:18][C:19]([CH3:22])([CH3:21])[CH3:20])=[O:17])[CH2:11]3)[C:6]=2[N:7]=1. (4) Given the reactants [F:1][C:2]([F:20])([F:19])[CH2:3][N:4]1[C:12](=[O:13])[C:11]2[C:6](=[CH:7][CH:8]=[C:9]([C:14]([F:17])([F:16])[F:15])[CH:10]=2)[C:5]1=[O:18], predict the reaction product. The product is: [OH:13][CH:12]1[C:11]2[C:6](=[CH:7][CH:8]=[C:9]([C:14]([F:16])([F:17])[F:15])[CH:10]=2)[C:5](=[O:18])[N:4]1[CH2:3][C:2]([F:19])([F:1])[F:20]. (5) Given the reactants [H-].[Na+].[CH2:3]([OH:8])[CH:4]=[CH:5][CH2:6][OH:7].Br[CH2:10][C:11]1[CH:16]=[CH:15][C:14]([F:17])=[C:13]([CH3:18])[CH:12]=1, predict the reaction product. The product is: [F:17][C:14]1[CH:15]=[CH:16][C:11]([CH2:10][O:7][CH2:6][CH:5]=[CH:4][CH2:3][OH:8])=[CH:12][C:13]=1[CH3:18]. (6) Given the reactants [Cl:1][C:2]1[CH:10]=[C:9]2[C:5]([C:6]([CH:11]=[O:12])=[CH:7][NH:8]2)=[CH:4][C:3]=1[C:13]1[CH:18]=[CH:17][C:16]([C:19]2([CH2:22][OH:23])[CH2:21][CH2:20]2)=[CH:15][CH:14]=1.CC(=CC)C.Cl([O-])=[O:30].[Na+].OP([O-])(O)=O.[Na+], predict the reaction product. The product is: [Cl:1][C:2]1[CH:10]=[C:9]2[C:5]([C:6]([C:11]([OH:30])=[O:12])=[CH:7][NH:8]2)=[CH:4][C:3]=1[C:13]1[CH:18]=[CH:17][C:16]([C:19]2([CH2:22][OH:23])[CH2:21][CH2:20]2)=[CH:15][CH:14]=1. (7) Given the reactants [F-].[K+].[Cl-:3].C[NH2+]C.[CH2:7]([C:9]1[CH:16]=[CH:15][C:12]([CH:13]=O)=[CH:11][CH:10]=1)[CH3:8].Br[CH2:18][N+:19]([O-:21])=[O:20], predict the reaction product. The product is: [Cl:3]/[C:18](/[N+:19]([O-:21])=[O:20])=[CH:13]\[C:12]1[CH:15]=[CH:16][C:9]([CH2:7][CH3:8])=[CH:10][CH:11]=1. (8) Given the reactants Br[C:2]1[CH:7]=[CH:6][N:5]=[C:4]2[NH:8][C:9]([CH2:11][C:12]([NH:14][CH3:15])=[O:13])=[CH:10][C:3]=12.[CH3:16][S:17]([NH:20][C:21]1[CH:26]=[CH:25][C:24](B(O)O)=[CH:23][CH:22]=1)(=[O:19])=[O:18].C(=O)([O-])[O-].[Na+].[Na+].O1CCOCC1.O, predict the reaction product. The product is: [CH3:15][NH:14][C:12](=[O:13])[CH2:11][C:9]1[NH:8][C:4]2=[N:5][CH:6]=[CH:7][C:2]([C:24]3[CH:23]=[CH:22][C:21]([NH:20][S:17]([CH3:16])(=[O:18])=[O:19])=[CH:26][CH:25]=3)=[C:3]2[CH:10]=1. (9) Given the reactants [CH3:1][NH:2][C@H:3]1[CH2:8][CH2:7][C@H:6]([CH2:9][CH2:10][CH2:11][CH2:12][CH2:13]OS(C)(=O)=O)[CH2:5][CH2:4]1.FC(F)(F)C(O)=O.[F:26][C:27]([F:39])([F:38])[C:28]1[CH:33]=[CH:32][C:31]([S:34](Cl)(=[O:36])=[O:35])=[CH:30][CH:29]=1.[OH:40][CH2:41][CH2:42][NH:43][CH2:44][CH2:45][OH:46], predict the reaction product. The product is: [OH:40][CH2:41][CH2:42][N:43]([CH2:44][CH2:45][OH:46])[CH2:13][CH2:12][CH2:11][CH2:10][CH2:9][C@H:6]1[CH2:5][CH2:4][C@H:3]([N:2]([CH3:1])[S:34]([C:31]2[CH:32]=[CH:33][C:28]([C:27]([F:39])([F:38])[F:26])=[CH:29][CH:30]=2)(=[O:36])=[O:35])[CH2:8][CH2:7]1.